Dataset: Reaction yield outcomes from USPTO patents with 853,638 reactions. Task: Predict the reaction yield, written as a fraction of the theoretical maximum amount of product (1.0 means a 100% yield; for example, 0.34 means a 34% yield). (1) The reactants are O.NN.[CH:4]1([O:10][N:11]2C(=O)C3C(=CC=CC=3)C2=O)[CH2:9][CH2:8][CH2:7][CH2:6][CH2:5]1.C(Cl)[Cl:23]. The catalyst is CO. The product is [ClH:23].[CH:4]1([O:10][NH2:11])[CH2:9][CH2:8][CH2:7][CH2:6][CH2:5]1. The yield is 0.457. (2) The reactants are Cl.[CH:2]12[CH2:11][CH:6]3[CH2:7][CH:8]([CH2:10][CH:4]([CH2:5]3)[CH:3]1[NH:12][C:13]([CH:15]1[CH2:19][CH2:18][CH2:17][N:16]1[CH2:20][CH2:21][NH2:22])=[O:14])[CH2:9]2.C(N(CC)CC)C.[C:30](Cl)(=[O:32])[CH3:31]. The catalyst is ClCCl. The product is [CH:2]12[CH2:11][CH:6]3[CH2:7][CH:8]([CH2:10][CH:4]([CH2:5]3)[CH:3]1[NH:12][C:13]([CH:15]1[CH2:19][CH2:18][CH2:17][N:16]1[CH2:20][CH2:21][NH:22][C:30](=[O:32])[CH3:31])=[O:14])[CH2:9]2. The yield is 0.510.